Task: Predict which catalyst facilitates the given reaction.. Dataset: Catalyst prediction with 721,799 reactions and 888 catalyst types from USPTO (1) Reactant: [F:1][C:2]([F:39])([F:38])[C:3]1[CH:8]=[CH:7][C:6]([N:9]2[CH2:14][CH2:13][CH2:12][C@H:11]([NH:15][C@@H:16]3[CH2:21][CH2:20][CH2:19][CH2:18][C@H:17]3[NH:22][C:23]3[O:24][C:25]([C:28]4[CH:29]=[C:30]([CH:35]=[CH:36][CH:37]=4)[C:31]([O:33]C)=[O:32])=[CH:26][N:27]=3)[CH2:10]2)=[CH:5][CH:4]=1.[Li+].[OH-].Cl. Product: [F:39][C:2]([F:1])([F:38])[C:3]1[CH:8]=[CH:7][C:6]([N:9]2[CH2:14][CH2:13][CH2:12][C@H:11]([NH:15][C@@H:16]3[CH2:21][CH2:20][CH2:19][CH2:18][C@H:17]3[NH:22][C:23]3[O:24][C:25]([C:28]4[CH:29]=[C:30]([CH:35]=[CH:36][CH:37]=4)[C:31]([OH:33])=[O:32])=[CH:26][N:27]=3)[CH2:10]2)=[CH:5][CH:4]=1. The catalyst class is: 92. (2) Reactant: [CH2:1]([Zn]CC)C.[CH2:6]=[C:7]([C:9]1[CH:10]=[C:11]2[C:16](=[CH:17][CH:18]=1)[CH:15]=[C:14]([C:19]([O:21][CH3:22])=[O:20])[CH:13]=[CH:12]2)[CH3:8].ClC(Cl)C.ICI. Product: [CH3:6][C:7]1([C:9]2[CH:10]=[C:11]3[C:16](=[CH:17][CH:18]=2)[CH:15]=[C:14]([C:19]([O:21][CH3:22])=[O:20])[CH:13]=[CH:12]3)[CH2:1][CH2:8]1. The catalyst class is: 775. (3) Reactant: C([Li])CCC.[C:6]([Si:8]([CH3:11])([CH3:10])[CH3:9])#[CH:7].[N:12]1[CH:17]=[CH:16][C:15]([C:18](=[O:20])[CH3:19])=[N:14][CH:13]=1. Product: [N:12]1[CH:17]=[CH:16][C:15]([C:18]([OH:20])([C:7]#[C:6][Si:8]([CH3:11])([CH3:10])[CH3:9])[CH3:19])=[N:14][CH:13]=1. The catalyst class is: 20. (4) Reactant: [NH2:1][C:2]1[CH:3]=[C:4]2[C:8](=[CH:9][CH:10]=1)[CH2:7][CH2:6][CH2:5]2.[C:11](O)(=[O:13])[CH3:12]. Product: [C:11]([NH:1][C:2]1[CH:3]=[C:4]2[C:8](=[CH:9][CH:10]=1)[CH2:7][CH2:6][CH2:5]2)(=[O:13])[CH3:12]. The catalyst class is: 152. (5) Reactant: [S:1]([O-:5])([O-:4])(=[O:3])=[O:2].[Mg+2:6]. Product: [OH2:2].[OH2:2].[OH2:2].[OH2:2].[OH2:2].[OH2:2].[OH2:2].[S:1]([O-:5])([O-:4])(=[O:3])=[O:2].[Mg+2:6]. The catalyst class is: 6. (6) Reactant: [CH:1]1([C:4]([OH:6])=O)[CH2:3][CH2:2]1.[CH:7]1([NH2:10])[CH2:9][CH2:8]1.C(Cl)CCl. Product: [CH:7]1([NH:10][C:4]([CH:1]2[CH2:3][CH2:2]2)=[O:6])[CH2:9][CH2:8]1. The catalyst class is: 64. (7) Reactant: [F:1][C:2]1[CH:30]=[CH:29][C:5]([CH2:6][N:7]2[C:15]3[C:10](=[CH:11][CH:12]=[CH:13][CH:14]=3)[C:9]3[CH2:16][C@@H:17]([CH2:27][OH:28])[N:18]([C:20]([O:22][C:23]([CH3:26])([CH3:25])[CH3:24])=[O:21])[CH2:19][C:8]2=3)=[CH:4][CH:3]=1.CCN=C=NCCCN(C)C.Cl.C1C=CC2N(O)N=NC=2C=1.CN1CCOCC1.[CH3:60][O:61][C:62](=[O:65])[CH2:63][NH2:64].Cl. Product: [F:1][C:2]1[CH:30]=[CH:29][C:5]([CH2:6][N:7]2[C:15]3[C:10](=[CH:11][CH:12]=[CH:13][CH:14]=3)[C:9]3[CH2:16][CH:17]([C:27](=[O:28])[NH:64][CH2:63][C:62]([O:61][CH3:60])=[O:65])[N:18]([C:20]([O:22][C:23]([CH3:26])([CH3:24])[CH3:25])=[O:21])[CH2:19][C:8]2=3)=[CH:4][CH:3]=1. The catalyst class is: 34.